Dataset: Catalyst prediction with 721,799 reactions and 888 catalyst types from USPTO. Task: Predict which catalyst facilitates the given reaction. (1) Reactant: [C:1]([C:3]1[CH:4]=[C:5]([CH:9]2[C:16]3[CH:15]=[C:14]([C:17]([O:19]C)=[O:18])[NH:13][C:12]=3[CH2:11][CH2:10]2)[CH:6]=[CH:7][CH:8]=1)#[N:2].[OH-].[Li+].C1COCC1. Product: [C:1]([C:3]1[CH:4]=[C:5]([CH:9]2[C:16]3[CH:15]=[C:14]([C:17]([OH:19])=[O:18])[NH:13][C:12]=3[CH2:11][CH2:10]2)[CH:6]=[CH:7][CH:8]=1)#[N:2]. The catalyst class is: 5. (2) The catalyst class is: 2. Product: [Cl:17][C:18]1[N:23]=[C:22]([C:24]([NH:2][NH:1][C:3]2[N:8]=[N:7][C:6]([N:9]([CH3:16])[C:10]3[CH:15]=[CH:14][CH:13]=[CH:12][CH:11]=3)=[CH:5][CH:4]=2)=[O:25])[CH:21]=[CH:20][CH:19]=1. Reactant: [NH:1]([C:3]1[N:8]=[N:7][C:6]([N:9]([CH3:16])[C:10]2[CH:15]=[CH:14][CH:13]=[CH:12][CH:11]=2)=[CH:5][CH:4]=1)[NH2:2].[Cl:17][C:18]1[N:23]=[C:22]([C:24](O)=[O:25])[CH:21]=[CH:20][CH:19]=1.Cl. (3) Reactant: [CH2:1]([O:3][C:4]([C:6]1[N:7]([CH3:26])[C:8]([CH2:24][CH3:25])=[C:9]([C:22]#[N:23])[C:10]=1[C:11]1[CH:16]=[CH:15][C:14]([C:17]2[NH:21][N:20]=[N:19][N:18]=2)=[CH:13][CH:12]=1)=[O:5])[CH3:2].[H-].[Na+].[CH3:29]I. Product: [CH2:1]([O:3][C:4]([C:6]1[N:7]([CH3:26])[C:8]([CH2:24][CH3:25])=[C:9]([C:22]#[N:23])[C:10]=1[C:11]1[CH:12]=[CH:13][C:14]([C:17]2[NH:18][N:19]([CH3:29])[NH:20][N:21]=2)=[CH:15][CH:16]=1)=[O:5])[CH3:2]. The catalyst class is: 163. (4) Reactant: [CH:1]1([NH:4][C:5]([C:7]2[N:8]=[N:9][N:10]([C:14]3[CH:19]=[CH:18][C:17]([C:20]([NH:22][CH2:23][CH3:24])=[O:21])=[CH:16][C:15]=3[OH:25])[C:11]=2[CH2:12]O)=[O:6])[CH2:3][CH2:2]1.C(P(CCCC)CCCC)CCC.C1CCN(C(N=NC(N2CCCCC2)=O)=O)CC1. Product: [CH:1]1([NH:4][C:5]([C:7]2[N:8]=[N:9][N:10]3[C:14]4[CH:19]=[CH:18][C:17]([C:20]([NH:22][CH2:23][CH3:24])=[O:21])=[CH:16][C:15]=4[O:25][CH2:12][C:11]=23)=[O:6])[CH2:2][CH2:3]1. The catalyst class is: 56. (5) Reactant: [O:1]=[C:2]([CH2:8][C:9]([O:11][CH3:12])=[O:10])[CH2:3][C:4]([O:6][CH3:7])=[O:5].Cl[CH2:14][CH:15]=O. Product: [CH3:12][O:11][C:9](=[O:10])[CH2:8][C:2]1[O:1][CH:14]=[CH:15][C:3]=1[C:4]([O:6][CH3:7])=[O:5]. The catalyst class is: 17. (6) Reactant: [C:1]1([NH2:8])[CH:6]=[CH:5][CH:4]=[CH:3][C:2]=1[NH2:7].[C:9](O)(=O)[CH3:10].CCOCC. Product: [N:7]1[C:2]2[C:1](=[CH:6][CH:5]=[CH:4][CH:3]=2)[N:8]=[CH:10][CH:9]=1. The catalyst class is: 11.